Binary Classification. Given a drug SMILES string, predict its activity (active/inactive) in a high-throughput screening assay against a specified biological target. From a dataset of Cav3 T-type calcium channel HTS with 100,875 compounds. The result is 0 (inactive). The drug is S(=O)(=O)(N1CCN(CC1)c1sc2c(n1)cccc2)c1cc2OCCOc2cc1.